Dataset: NCI-60 drug combinations with 297,098 pairs across 59 cell lines. Task: Regression. Given two drug SMILES strings and cell line genomic features, predict the synergy score measuring deviation from expected non-interaction effect. (1) Drug 1: CC1=C(C=C(C=C1)NC(=O)C2=CC=C(C=C2)CN3CCN(CC3)C)NC4=NC=CC(=N4)C5=CN=CC=C5. Drug 2: C(CC(=O)O)C(=O)CN.Cl. Cell line: MDA-MB-435. Synergy scores: CSS=-0.185, Synergy_ZIP=2.42, Synergy_Bliss=1.90, Synergy_Loewe=0.887, Synergy_HSA=-0.685. (2) Drug 1: C1=C(C(=O)NC(=O)N1)F. Drug 2: C1=NC2=C(N=C(N=C2N1C3C(C(C(O3)CO)O)F)Cl)N. Cell line: T-47D. Synergy scores: CSS=26.9, Synergy_ZIP=-4.14, Synergy_Bliss=-8.49, Synergy_Loewe=-8.62, Synergy_HSA=-8.06. (3) Drug 1: COC1=NC(=NC2=C1N=CN2C3C(C(C(O3)CO)O)O)N. Drug 2: CC(C)(C#N)C1=CC(=CC(=C1)CN2C=NC=N2)C(C)(C)C#N. Cell line: MCF7. Synergy scores: CSS=16.2, Synergy_ZIP=-1.88, Synergy_Bliss=1.32, Synergy_Loewe=1.96, Synergy_HSA=1.84.